This data is from Catalyst prediction with 721,799 reactions and 888 catalyst types from USPTO. The task is: Predict which catalyst facilitates the given reaction. (1) Reactant: C([O:3][C:4]([C:6]1[C:15](=[O:16])[C:14]2[C:9](=[CH:10][CH:11]=[CH:12][CH:13]=2)[N:8]([CH2:17][C:18]2[CH:23]=[CH:22][CH:21]=[C:20]([CH3:24])[N:19]=2)[CH:7]=1)=[O:5])C.[OH-].[Li+]. Product: [CH3:24][C:20]1[N:19]=[C:18]([CH2:17][N:8]2[C:9]3[C:14](=[CH:13][CH:12]=[CH:11][CH:10]=3)[C:15](=[O:16])[C:6]([C:4]([OH:5])=[O:3])=[CH:7]2)[CH:23]=[CH:22][CH:21]=1. The catalyst class is: 24. (2) Reactant: [SH:1][C:2]1[N:10]=[CH:9][CH:8]=[CH:7][C:3]=1[C:4](O)=[O:5]. Product: [SH:1][C:2]1[C:3]([CH2:4][OH:5])=[CH:7][CH:8]=[CH:9][N:10]=1. The catalyst class is: 1. (3) Reactant: [CH3:1][S:2](Cl)(=[O:4])=[O:3].Cl.[N:7]1([CH2:13][CH:14]([N:18]2[CH:22]=[C:21]([C:23]3[C:24]4[CH:31]=[CH:30][N:29](COCC[Si](C)(C)C)[C:25]=4[N:26]=[CH:27][N:28]=3)[CH:20]=[N:19]2)[CH2:15][C:16]#[N:17])[CH2:12][CH2:11][NH:10][CH2:9][CH2:8]1.C(N(CC)CC)C.FC(F)(F)C(O)=O.CO.C(N)CN. Product: [CH3:1][S:2]([N:10]1[CH2:9][CH2:8][N:7]([CH2:13][CH:14]([N:18]2[CH:22]=[C:21]([C:23]3[C:24]4[CH:31]=[CH:30][NH:29][C:25]=4[N:26]=[CH:27][N:28]=3)[CH:20]=[N:19]2)[CH2:15][C:16]#[N:17])[CH2:12][CH2:11]1)(=[O:4])=[O:3]. The catalyst class is: 291. (4) Reactant: [F:1][C:2]1[C:7]([C:8]2[CH:9]=[C:10]([C@:14]3([CH3:21])[CH2:19][CH2:18][S:17][C:16]([NH2:20])=[N:15]3)[CH:11]=[CH:12][CH:13]=2)=[CH:6][CH:5]=[CH:4][N:3]=1.[ClH:22]. Product: [ClH:22].[ClH:22].[F:1][C:2]1[C:7]([C:8]2[CH:9]=[C:10]([C@:14]3([CH3:21])[CH2:19][CH2:18][S:17][C:16]([NH2:20])=[N:15]3)[CH:11]=[CH:12][CH:13]=2)=[CH:6][CH:5]=[CH:4][N:3]=1. The catalyst class is: 523. (5) Reactant: [NH2:1][C:2]1[CH:3]=[CH:4][C:5]([F:21])=[C:6]([C@:8]2([CH2:19][F:20])[CH2:13][C@@H:12]([C:14]([F:17])([F:16])[F:15])[O:11][C:10]([NH2:18])=[N:9]2)[CH:7]=1.[Cl:22][C:23]1[CH:24]=[N:25][C:26]2[C:31]([CH:32]=1)=[CH:30][CH:29]=[N:28][C:27]=2Cl.CC(O)C.S(=O)(=O)(O)O. Product: [Cl:22][C:23]1[CH:24]=[N:25][C:26]2[C:31]([CH:32]=1)=[CH:30][CH:29]=[N:28][C:27]=2[NH:1][C:2]1[CH:3]=[CH:4][C:5]([F:21])=[C:6]([C@:8]2([CH2:19][F:20])[CH2:13][C@@H:12]([C:14]([F:17])([F:15])[F:16])[O:11][C:10]([NH2:18])=[N:9]2)[CH:7]=1. The catalyst class is: 238. (6) Reactant: [C:1]([O:5][C:6]([NH:8][C:9]([CH3:14])([C:11]([OH:13])=O)[CH3:10])=[O:7])([CH3:4])([CH3:3])[CH3:2].[CH3:15][CH:16]([CH3:20])[CH2:17][CH2:18][NH2:19].CCN(C(C)C)C(C)C.CN(C(ON1N=NC2C=CC=CC1=2)=[N+](C)C)C.[B-](F)(F)(F)F. Product: [CH2:18]([NH:19][C:11]([C:9]([NH:8][C:6](=[O:7])[O:5][C:1]([CH3:2])([CH3:3])[CH3:4])([CH3:10])[CH3:14])=[O:13])[CH2:17][CH:16]([CH3:20])[CH3:15]. The catalyst class is: 3.